This data is from Forward reaction prediction with 1.9M reactions from USPTO patents (1976-2016). The task is: Predict the product of the given reaction. (1) The product is: [Cl:20][C:21]1[C:30]([CH:2]=[O:1])=[CH:29][C:28]2[C:23](=[C:24]([O:31][CH3:32])[CH:25]=[CH:26][CH:27]=2)[N:22]=1. Given the reactants [O:1]1CCC[CH2:2]1.C([N-]C(C)C)(C)C.[Li+].C1CCCCC1.[Cl:20][C:21]1[CH:30]=[CH:29][C:28]2[C:23](=[C:24]([O:31][CH3:32])[CH:25]=[CH:26][CH:27]=2)[N:22]=1.CN(C=O)C, predict the reaction product. (2) Given the reactants [CH:1]1[C:10]2[C:5](=[CH:6][CH:7]=[CH:8][CH:9]=2)[CH:4]=[CH:3][C:2]=1[CH:11]([OH:18])[CH2:12][CH2:13][CH2:14][CH2:15][CH:16]=[CH2:17].[Si:19](Cl)([C:22]([CH3:25])([CH3:24])[CH3:23])([CH3:21])[CH3:20].N1C=CN=C1.CNC1C=CC=C(NC)N=1.C(N(CC)CC)C, predict the reaction product. The product is: [Si:19]([O:18][CH:11]([C:2]1[CH:3]=[CH:4][C:5]2[C:10](=[CH:9][CH:8]=[CH:7][CH:6]=2)[CH:1]=1)[CH2:12][CH2:13][CH2:14][CH2:15][CH:16]=[CH2:17])([C:22]([CH3:25])([CH3:24])[CH3:23])([CH3:21])[CH3:20]. (3) The product is: [CH:1]1([CH2:7][CH:8]([CH3:12])[CH2:9][CH2:10][OH:11])[CH2:6][CH2:5][CH2:4][CH2:3][CH2:2]1. Given the reactants [C:1]1([CH2:7][CH:8]([CH3:12])[CH2:9][CH2:10][OH:11])[CH2:6][CH2:5][CH2:4][CH2:3][CH:2]=1.[H][H], predict the reaction product. (4) The product is: [Cl:1][C:2]1[N:3]=[C:4]([N:13]2[CH2:18][CH2:17][O:16][CH2:15][CH2:14]2)[C:5]2[S:10][C:9]([CH3:11])=[N:8][C:6]=2[N:7]=1. Given the reactants [Cl:1][C:2]1[N:3]=[C:4](Cl)[C:5]2[S:10][C:9]([CH3:11])=[N:8][C:6]=2[N:7]=1.[NH:13]1[CH2:18][CH2:17][O:16][CH2:15][CH2:14]1, predict the reaction product.